From a dataset of Full USPTO retrosynthesis dataset with 1.9M reactions from patents (1976-2016). Predict the reactants needed to synthesize the given product. (1) Given the product [CH2:2]([S:43]([C:15]1[C:16]([C:25]([NH:27][C:28]2[CH:33]=[CH:32][C:31]([C:34]([F:37])([F:36])[F:35])=[CH:30][N:29]=2)=[O:26])=[N:17][CH:18]=[C:19]([C:21]([F:24])([F:22])[F:23])[CH:20]=1)(=[O:47])=[O:45])[CH3:3], predict the reactants needed to synthesize it. The reactants are: Cl[C:2]1C=CC=C(C(OO)=O)[CH:3]=1.C(S[C:15]1[C:16]([C:25]([NH:27][C:28]2[CH:33]=[CH:32][C:31]([C:34]([F:37])([F:36])[F:35])=[CH:30][N:29]=2)=[O:26])=[N:17][CH:18]=[C:19]([C:21]([F:24])([F:23])[F:22])[CH:20]=1)C.C(=O)(O)[O-].[Na+].[S:43]([O-:47])([O-])(=[O:45])=S.[Na+].[Na+]. (2) Given the product [OH:44][C:43]1[CH:45]=[CH:46][C:38]([CH:37]=[CH:8][C:9]([O:11][CH2:12][CH3:13])=[O:10])=[CH:39][C:40]=1[O:41][CH3:42], predict the reactants needed to synthesize it. The reactants are: C1(P(C2C=CC=CC=2)(C2C=CC=CC=2)=[CH:8][C:9]([O:11][CH2:12][CH3:13])=[O:10])C=CC=CC=1.C[Si]([N-][Si](C)(C)C)(C)C.[Na+].O=[CH:37][C:38]1[CH:46]=[CH:45][C:43]([OH:44])=[C:40]([O:41][CH3:42])[CH:39]=1. (3) Given the product [C:1]([C:4]1[C:8]([CH3:9])=[C:7]([Cl:10])[S:6][C:5]=1[Cl:11])(=[O:3])[CH3:2].[C:1]([C:4]1[C:8]([CH3:9])=[C:7]([C:15]2[CH:16]=[CH:17][N:12]=[CH:13][CH:14]=2)[S:6][C:5]=1[C:15]1[CH:16]=[CH:17][N:12]=[CH:13][CH:14]=1)(=[O:3])[CH3:2], predict the reactants needed to synthesize it. The reactants are: [C:1]([C:4]1[C:8]([CH3:9])=[C:7]([Cl:10])[S:6][C:5]=1[Cl:11])(=[O:3])[CH3:2].[N:12]1[CH:17]=[CH:16][C:15](B(O)O)=[CH:14][CH:13]=1.O.C(=O)(O)[O-].[Na+]. (4) Given the product [Cl:1][C:2]1[CH:7]=[CH:6][CH:5]=[CH:4][C:3]=1[CH2:8][C:9]([C:11]1[N:23]([C:24]2[CH:29]=[CH:28][C:27]([F:30])=[CH:26][CH:25]=2)[C:14]2[N:15]=[C:16]([NH:41][CH:42]([CH3:47])[C:43]([OH:45])([CH3:46])[CH3:44])[N:17]=[CH:18][C:13]=2[CH:12]=1)=[O:10], predict the reactants needed to synthesize it. The reactants are: [Cl:1][C:2]1[CH:7]=[CH:6][CH:5]=[CH:4][C:3]=1[CH2:8][C:9]([C:11]1[N:23]([C:24]2[CH:29]=[CH:28][C:27]([F:30])=[CH:26][CH:25]=2)[C:14]2[N:15]=[C:16](S(C)(=O)=O)[N:17]=[CH:18][C:13]=2[CH:12]=1)=[O:10].C(N(C(C)C)CC)(C)C.Cl.[NH2:41][CH:42]([CH3:47])[C:43]([CH3:46])([OH:45])[CH3:44]. (5) Given the product [CH3:5][N:6]([C:14]1[S:15][C:16]([C:19]2[CH:20]=[N:21][CH:22]=[CH:23][CH:24]=2)=[N:17][N:18]=1)[C:7](=[O:13])[CH2:8][CH2:9]/[C:10](=[N:4]/[O:3][CH3:2])/[CH3:11], predict the reactants needed to synthesize it. The reactants are: Cl.[CH3:2][O:3][NH2:4].[CH3:5][N:6]([C:14]1[S:15][C:16]([C:19]2[CH:20]=[N:21][CH:22]=[CH:23][CH:24]=2)=[N:17][N:18]=1)[C:7](=[O:13])[CH2:8][CH2:9][C:10](=O)[CH3:11].C([O-])(=O)C.[Na+]. (6) Given the product [CH2:18]([N:14]1[C:9]2=[C:10]([C:12]#[N:13])[N:11]=[C:6]([C:4]([NH:26][CH2:27][C:28]([OH:30])=[O:29])=[O:5])[C:7]([OH:25])=[C:8]2[C:16]([Cl:17])=[CH:15]1)[C:19]1[CH:20]=[CH:21][CH:22]=[CH:23][CH:24]=1, predict the reactants needed to synthesize it. The reactants are: C(O[C:4]([C:6]1[C:7]([OH:25])=[C:8]2[C:16]([Cl:17])=[CH:15][N:14]([CH2:18][C:19]3[CH:24]=[CH:23][CH:22]=[CH:21][CH:20]=3)[C:9]2=[C:10]([C:12]#[N:13])[N:11]=1)=[O:5])C.[NH2:26][CH2:27][C:28]([OH:30])=[O:29].C[O-].[Na+].CO.